Dataset: Reaction yield outcomes from USPTO patents with 853,638 reactions. Task: Predict the reaction yield, written as a fraction of the theoretical maximum amount of product (1.0 means a 100% yield; for example, 0.34 means a 34% yield). (1) The product is [Br:1][C:2]1[CH:3]=[C:4]2[C:9](=[CH:10][CH:11]=1)[O:8][CH2:7][CH:6]=[CH:5]2. The yield is 0.930. The catalyst is C1(C)C=CC=CC=1. The reactants are [Br:1][C:2]1[CH:3]=[C:4]2[C:9](=[CH:10][CH:11]=1)[O:8][CH2:7][CH2:6][CH:5]2O.CC1C=CC(S(O)(=O)=O)=CC=1. (2) The reactants are [CH2:1]([C:4]1[N:5]=[C:6]([C@@H:26]2[C@H:30]([CH2:31][CH3:32])[CH2:29][C@H:28]([NH:33][S:34]([CH:37]3[CH2:39][CH2:38]3)(=[O:36])=[O:35])[CH2:27]2)[N:7]2[C:12]3[CH:13]=[CH:14][N:15](S(C4C=CC(C)=CC=4)(=O)=O)[C:11]=3[N:10]=[CH:9][C:8]=12)[CH:2]=C.I([O-])(=O)(=O)=[O:41].[Na+].[BH4-].[Na+].Cl.[OH-].[Na+]. The catalyst is O1CCOCC1.O.CCOC(C)=O.[NH4+].[Cl-].[Os](=O)(=O)(=O)=O. The product is [CH2:31]([C@H:30]1[C@@H:26]([C:6]2[N:7]3[C:12]4[CH:13]=[CH:14][NH:15][C:11]=4[N:10]=[CH:9][C:8]3=[C:4]([CH2:1][CH2:2][OH:41])[N:5]=2)[CH2:27][C@@H:28]([NH:33][S:34]([CH:37]2[CH2:39][CH2:38]2)(=[O:36])=[O:35])[CH2:29]1)[CH3:32]. The yield is 0.200. (3) The reactants are [CH3:1][CH2:2][CH:3]([O:6][C@H:7]1[C@H:12]([NH:13][C:14]([CH3:16])=[O:15])[C@@H:11]([NH2:17])[CH2:10][C:9]([C:18]([O:20][CH2:21][CH3:22])=[O:19])=[CH:8]1)[CH2:4][CH3:5].[C:23](O[C:23]([O:25][C:26]([CH3:29])([CH3:28])[CH3:27])=[O:24])([O:25][C:26]([CH3:29])([CH3:28])[CH3:27])=[O:24].C([N:40](CC)CC)C. The catalyst is CO. The product is [CH3:5][CH2:4][CH:3]([O:6][C@H:7]1[C@H:12]([NH:13][C:14]([CH3:16])=[O:15])[C@@H:11]([NH2:17])[CH2:10][C:9]([C:18]([O:20][CH2:21][CH3:22])=[O:19])=[CH:8]1)[CH2:2][CH3:1].[C:23]([NH-:40])([O:25][C:26]([CH3:29])([CH3:28])[CH3:27])=[O:24]. The yield is 0.900. (4) The reactants are [O-]CC.[Na+].[C:5]1(=[O:11])[CH2:10][CH2:9][CH2:8][CH2:7][CH2:6]1.[C:12](OC)(=[O:17])[C:13]([O:15][CH3:16])=[O:14]. The catalyst is C(O)C. The product is [O:17]=[C:12]([CH:6]1[CH2:7][CH2:8][CH2:9][CH2:10][C:5]1=[O:11])[C:13]([O:15][CH3:16])=[O:14]. The yield is 0.910. (5) The reactants are O[CH:2]([C:10]1[CH:15]=[CH:14][C:13]([CH3:16])=[CH:12][N:11]=1)[C:3](=[CH2:9])[C:4]([O:6][CH2:7][CH3:8])=[O:5].C(OC(=O)C)(=O)C. No catalyst specified. The product is [CH3:16][C:13]1[CH:14]=[CH:15][C:10]2[N:11]([CH:9]=[C:3]([C:4]([O:6][CH2:7][CH3:8])=[O:5])[CH:2]=2)[CH:12]=1. The yield is 0.520. (6) The reactants are [OH:1][CH2:2][CH2:3][N:4]([CH:30]([CH3:32])[CH3:31])[C:5]([C:7]1[C:12]([O:13][CH2:14][C:15]2[CH:20]=[CH:19][CH:18]=[CH:17][CH:16]=2)=[C:11]([OH:21])[N:10]=[C:9]([CH2:22][C:23]2[CH:28]=[CH:27][CH:26]=[CH:25][C:24]=2Br)[N:8]=1)=[O:6].[C:33]1(B(O)O)[CH2:38][CH2:37][CH2:36][CH2:35][CH:34]=1.C(OC(C1C(OCC2C=CC=CC=2)=C(O)N=C(CC2C=C(OC)C=CC=2C2C=CC=CC=2)N=1)=O)(C)(C)C. No catalyst specified. The yield is 0.419. The product is [OH:1][CH2:2][CH2:3][N:4]([CH:30]([CH3:32])[CH3:31])[C:5]([C:7]1[C:12]([O:13][CH2:14][C:15]2[CH:20]=[CH:19][CH:18]=[CH:17][CH:16]=2)=[C:11]([OH:21])[N:10]=[C:9]([CH2:22][C:23]2[CH:28]=[CH:27][CH:26]=[CH:25][C:24]=2[C:33]2[CH2:38][CH2:37][CH2:36][CH2:35][CH:34]=2)[N:8]=1)=[O:6].